This data is from Forward reaction prediction with 1.9M reactions from USPTO patents (1976-2016). The task is: Predict the product of the given reaction. (1) Given the reactants C(O[C:6]([N:8]1[CH2:12][C:11](=[N:13][O:14][CH3:15])[CH2:10][C@H:9]1[C:16]([OH:18])=O)=[O:7])(C)(C)C.[CH3:19][C:20]1[CH:25]=[CH:24][CH:23]=[CH:22][C:21]=1[C:26]1[CH:31]=[CH:30][C:29](C(O)=O)=[CH:28][CH:27]=1.[NH2:35][CH2:36][CH:37]([OH:39])[CH3:38], predict the reaction product. The product is: [OH:39][CH:37]([CH3:38])[CH2:36][NH:35][C:16]([C@@H:9]1[CH2:10][C:11](=[N:13][O:14][CH3:15])[CH2:12][N:8]1[C:6]([C:29]1[CH:28]=[CH:27][C:26]([C:21]2[CH:22]=[CH:23][CH:24]=[CH:25][C:20]=2[CH3:19])=[CH:31][CH:30]=1)=[O:7])=[O:18]. (2) The product is: [CH:22]([C:2]1[CH:3]=[C:4]([CH:12]=[C:13]([C:15]([F:18])([F:17])[F:16])[CH:14]=1)[C:5]([O:7][C:8]([CH3:11])([CH3:10])[CH3:9])=[O:6])=[O:23]. Given the reactants Br[C:2]1[CH:3]=[C:4]([CH:12]=[C:13]([C:15]([F:18])([F:17])[F:16])[CH:14]=1)[C:5]([O:7][C:8]([CH3:11])([CH3:10])[CH3:9])=[O:6].CN([CH:22]=[O:23])C.CCOC(C)=O.CCCCCC.CCOCC, predict the reaction product. (3) Given the reactants [NH2:1][C:2]1[CH:3]=[C:4]2[C:8](=[CH:9][CH:10]=1)[CH2:7][CH:6](C(OC(C)(C)C)=O)[CH2:5]2.[CH2:18]([O:20][C:21]([C@@H:23]1[CH2:25][C@H:24]1[C:26]([OH:28])=O)=[O:22])[CH3:19].CC[N:31]=C=NCCCN(C)C.Cl, predict the reaction product. The product is: [NH2:31][CH:6]1[CH2:5][C:4]2[C:8](=[CH:9][CH:10]=[C:2]([NH:1][C:26]([C@@H:24]3[CH2:25][C@H:23]3[C:21]([O:20][CH2:18][CH3:19])=[O:22])=[O:28])[CH:3]=2)[CH2:7]1. (4) Given the reactants [NH2:1][C:2]1[CH:3]=[CH:4][C:5]([CH3:31])=[C:6]([C:8]2[C:9]3[CH:21]=[CH:20][C:19](=[O:22])[N:18]([C:23]4[C:28]([F:29])=[CH:27][CH:26]=[CH:25][C:24]=4[F:30])[C:10]=3[N:11]=[C:12](S(C)(=O)=O)[N:13]=2)[CH:7]=1.[NH2:32][CH:33]1[CH2:38][CH2:37][N:36](C(OC(C)(C)C)=O)[CH2:35][CH2:34]1, predict the reaction product. The product is: [NH2:1][C:2]1[CH:3]=[CH:4][C:5]([CH3:31])=[C:6]([C:8]2[C:9]3[CH:21]=[CH:20][C:19](=[O:22])[N:18]([C:23]4[C:28]([F:29])=[CH:27][CH:26]=[CH:25][C:24]=4[F:30])[C:10]=3[N:11]=[C:12]([NH:32][CH:33]3[CH2:38][CH2:37][NH:36][CH2:35][CH2:34]3)[N:13]=2)[CH:7]=1. (5) Given the reactants Br[C:2]1[C:3]([S:8][CH3:9])=[N:4][CH:5]=[CH:6][CH:7]=1.[CH:10]([C:13]1[CH:18]=[CH:17][C:16]([C:19]2[N:23]([CH2:24][CH2:25][O:26][CH3:27])[C:22]3[C:28]([O:34][CH3:35])=[CH:29][C:30]([CH:32]=[O:33])=[CH:31][C:21]=3[N:20]=2)=[CH:15][CH:14]=1)([CH3:12])[CH3:11], predict the reaction product. The product is: [CH:10]([C:13]1[CH:14]=[CH:15][C:16]([C:19]2[N:23]([CH2:24][CH2:25][O:26][CH3:27])[C:22]3[C:28]([O:34][CH3:35])=[CH:29][C:30]([CH:32]([C:2]4[C:3]([S:8][CH3:9])=[N:4][CH:5]=[CH:6][CH:7]=4)[OH:33])=[CH:31][C:21]=3[N:20]=2)=[CH:17][CH:18]=1)([CH3:12])[CH3:11]. (6) Given the reactants Br.[NH2:2][C@@H:3]([CH2:7][C:8]1[CH:13]=[CH:12][C:11]([OH:14])=[C:10]([Br:15])[CH:9]=1)[C:4]([OH:6])=[O:5].[C:16](=[O:19])([O-:18])[O-].[K+].[K+].[C:22](Cl)(=[O:38])[O:23][CH2:24][CH:25]1[C:37]2[CH:36]=[CH:35][CH:34]=[CH:33][C:32]=2[C:31]2[C:26]1=[CH:27][CH:28]=[CH:29][CH:30]=2, predict the reaction product. The product is: [CH:27]1[C:26]2[CH:25]([CH2:24][O:18][C:16]([NH:2][C@@H:3]([CH2:7][C:8]3[CH:13]=[CH:12][C:11]([O:14][C:22]([O:23][CH2:24][CH:25]4[C:37]5[CH:36]=[CH:35][CH:34]=[CH:33][C:32]=5[C:31]5[C:26]4=[CH:27][CH:28]=[CH:29][CH:30]=5)=[O:38])=[C:10]([Br:15])[CH:9]=3)[C:4]([OH:6])=[O:5])=[O:19])[C:37]3[C:32](=[CH:33][CH:34]=[CH:35][CH:36]=3)[C:31]=2[CH:30]=[CH:29][CH:28]=1. (7) Given the reactants [Cl:1][C:2]1[C:7]([CH2:8][N:9]2[CH2:14][CH2:13][NH:12][C:11]3[N:15]=[CH:16][C:17]([C:19]4[CH:27]=[CH:26][C:22]([C:23]([OH:25])=O)=[CH:21][CH:20]=4)=[CH:18][C:10]2=3)=[CH:6][CH:5]=[CH:4][N:3]=1.[N:28]1([CH:33]2[CH2:38][CH2:37][NH:36][CH2:35][CH2:34]2)[CH2:32][CH2:31][CH2:30][CH2:29]1, predict the reaction product. The product is: [Cl:1][C:2]1[C:7]([CH2:8][N:9]2[CH2:14][CH2:13][NH:12][C:11]3[N:15]=[CH:16][C:17]([C:19]4[CH:27]=[CH:26][C:22]([C:23]([N:36]5[CH2:37][CH2:38][CH:33]([N:28]6[CH2:32][CH2:31][CH2:30][CH2:29]6)[CH2:34][CH2:35]5)=[O:25])=[CH:21][CH:20]=4)=[CH:18][C:10]2=3)=[CH:6][CH:5]=[CH:4][N:3]=1.